This data is from Catalyst prediction with 721,799 reactions and 888 catalyst types from USPTO. The task is: Predict which catalyst facilitates the given reaction. (1) Reactant: [CH3:1][C:2]1[S:3][C:4]([CH3:25])=[CH:5][C:6]=1[C:7]1[N:8]=[C:9]2[CH:14]=[CH:13][C:12]([N:15]3[CH2:20][CH2:19][N:18]([CH:21]=[O:22])[CH2:17][CH2:16]3)=[N:11][N:10]2[C:23]=1I.[CH3:26][C:27]1[CH:32]=[C:31](B(O)O)[CH:30]=[CH:29][N:28]=1.C(=O)([O-])[O-].[Cs+].[Cs+]. Product: [CH3:1][C:2]1[S:3][C:4]([CH3:25])=[CH:5][C:6]=1[C:7]1[N:8]=[C:9]2[CH:14]=[CH:13][C:12]([N:15]3[CH2:20][CH2:19][N:18]([CH:21]=[O:22])[CH2:17][CH2:16]3)=[N:11][N:10]2[C:23]=1[C:31]1[CH:30]=[CH:29][N:28]=[C:27]([CH3:26])[CH:32]=1. The catalyst class is: 12. (2) Reactant: [C-:1]#[N:2].[K+].CS(O[C@@H:9]([CH3:27])[CH2:10][CH2:11][CH2:12][CH2:13][N:14]1[C:23](=[O:24])[C:22]2[N:21]([CH3:25])[CH:20]=[N:19][C:18]=2[N:17]([CH3:26])[C:15]1=[O:16])(=O)=O.O. Product: [C:1]([C@H:9]([CH3:27])[CH2:10][CH2:11][CH2:12][CH2:13][N:14]1[C:23](=[O:24])[C:22]2[N:21]([CH3:25])[CH:20]=[N:19][C:18]=2[N:17]([CH3:26])[C:15]1=[O:16])#[N:2]. The catalyst class is: 16. (3) Reactant: [F-].[K+].[OH:3][CH:4]1[CH2:9][CH2:8][NH:7][CH2:6][CH2:5]1.F[C:11]1[CH:16]=[C:15]([C:17]2[CH:22]=[CH:21][CH:20]=[C:19]([C:23]3[N:27]4[N:28]=[C:29]([N:32]5[CH2:36][CH2:35][CH2:34][C@@H:33]5[C:37]5[CH:42]=[CH:41][CH:40]=[C:39]([F:43])[CH:38]=5)[CH:30]=[CH:31][C:26]4=[N:25][CH:24]=3)[N:18]=2)[CH:14]=[CH:13][N:12]=1. The catalyst class is: 16. Product: [F:43][C:39]1[CH:38]=[C:37]([C@H:33]2[CH2:34][CH2:35][CH2:36][N:32]2[C:29]2[CH:30]=[CH:31][C:26]3[N:27]([C:23]([C:19]4[N:18]=[C:17]([C:15]5[CH:14]=[CH:13][N:12]=[C:11]([N:7]6[CH2:8][CH2:9][CH:4]([OH:3])[CH2:5][CH2:6]6)[CH:16]=5)[CH:22]=[CH:21][CH:20]=4)=[CH:24][N:25]=3)[N:28]=2)[CH:42]=[CH:41][CH:40]=1. (4) The catalyst class is: 1. Product: [C:1]([O:5][C:6]([N:8]1[CH2:9][CH2:10][N:11]([CH2:14][CH:16]2[CH2:20][CH2:19][N:18]([CH2:21][C:22]3[CH:23]=[CH:24][CH:25]=[CH:26][CH:27]=3)[CH2:17]2)[CH2:12][CH2:13]1)=[O:7])([CH3:4])([CH3:2])[CH3:3]. Reactant: [C:1]([O:5][C:6]([N:8]1[CH2:13][CH2:12][N:11]([C:14]([CH:16]2[CH2:20][CH2:19][N:18]([CH2:21][C:22]3[CH:27]=[CH:26][CH:25]=[CH:24][CH:23]=3)[CH2:17]2)=O)[CH2:10][CH2:9]1)=[O:7])([CH3:4])([CH3:3])[CH3:2].B.C1COCC1. (5) Reactant: [CH3:1][O:2][C:3]1[CH:4]=[CH:5][C:6]2[C:10]([O:11][C:12]3[CH:17]=[CH:16][C:15](/[CH:18]=[CH:19]/[C:20]([O:22]C)=[O:21])=[CH:14][CH:13]=3)=[C:9]([C:24]3[CH:29]=[CH:28][C:27]([O:30][CH3:31])=[CH:26][CH:25]=3)[S:8][C:7]=2[CH:32]=1.C1COCC1.O.[Li+].[OH-]. Product: [CH3:1][O:2][C:3]1[CH:4]=[CH:5][C:6]2[C:10]([O:11][C:12]3[CH:17]=[CH:16][C:15](/[CH:18]=[CH:19]/[C:20]([OH:22])=[O:21])=[CH:14][CH:13]=3)=[C:9]([C:24]3[CH:25]=[CH:26][C:27]([O:30][CH3:31])=[CH:28][CH:29]=3)[S:8][C:7]=2[CH:32]=1. The catalyst class is: 61. (6) Reactant: [Br:1][C:2]1[C:11]2[C:6](=[C:7]([Br:21])[CH:8]=[C:9]([C:12]([C:14]3[CH:19]=[CH:18][C:17]([Cl:20])=[CH:16][CH:15]=3)=[O:13])[CH:10]=2)[N:5]=[C:4]([O:22][CH3:23])[CH:3]=1.[Cl:24][C:25]1[CH:30]=[CH:29][C:28]([Mg]Br)=[CH:27][CH:26]=1. Product: [Cl:20][C:17]1[CH:16]=[CH:15][C:14]([C:12]([C:28]2[CH:29]=[CH:30][C:25]([Cl:24])=[CH:26][CH:27]=2)([C:9]2[CH:10]=[C:11]3[C:6](=[C:7]([Br:21])[CH:8]=2)[N:5]=[C:4]([O:22][CH3:23])[CH:3]=[C:2]3[Br:1])[OH:13])=[CH:19][CH:18]=1. The catalyst class is: 7. (7) Reactant: [CH3:1][O:2][C:3]1[CH:8]=[CH:7][C:6]([CH2:9][CH2:10][C:11]([NH:13][C:14]2[C:15]3[CH:23]=[C:22]([CH3:24])[S:21][C:16]=3[N:17]=[C:18]([CH3:20])[N:19]=2)=O)=[CH:5][CH:4]=1.[H-].[Al+3].[Li+].[H-].[H-].[H-]. Product: [CH3:1][O:2][C:3]1[CH:4]=[CH:5][C:6]([CH2:9][CH2:10][CH2:11][NH:13][C:14]2[C:15]3[CH:23]=[C:22]([CH3:24])[S:21][C:16]=3[N:17]=[C:18]([CH3:20])[N:19]=2)=[CH:7][CH:8]=1. The catalyst class is: 1. (8) Reactant: O1[C:5]2([CH2:10][CH2:9][N:8]([C:11]3[CH:16]=[CH:15][C:14]([C:17]4[NH:21][NH:20][C:19](=[O:22])[CH:18]=4)=[CH:13][CH:12]=3)[CH2:7][CH2:6]2)[O:4]CC1.S(=O)(=O)(O)O.O. Product: [O:22]=[C:19]1[NH:20][NH:21][C:17]([C:14]2[CH:15]=[CH:16][C:11]([N:8]3[CH2:9][CH2:10][C:5](=[O:4])[CH2:6][CH2:7]3)=[CH:12][CH:13]=2)=[CH:18]1. The catalyst class is: 21. (9) Reactant: [C:1]([NH:9][C@H:10]1[CH2:14][N:13]([C:15](=[O:25])[CH2:16][NH:17][C:18]([O:20][C:21]([CH3:24])([CH3:23])[CH3:22])=[O:19])[C@H:12]([C:26]([O:28]C)=[O:27])[CH2:11]1)(=[O:8])[C:2]1[CH:7]=[CH:6][CH:5]=[CH:4][CH:3]=1.[OH-].[Na+].Cl. Product: [C:1]([NH:9][C@H:10]1[CH2:14][N:13]([C:15](=[O:25])[CH2:16][NH:17][C:18]([O:20][C:21]([CH3:24])([CH3:22])[CH3:23])=[O:19])[C@H:12]([C:26]([OH:28])=[O:27])[CH2:11]1)(=[O:8])[C:2]1[CH:3]=[CH:4][CH:5]=[CH:6][CH:7]=1. The catalyst class is: 5. (10) Reactant: [I:1][C:2]1[CH:37]=[N:36][C:5]2[N:6]([C:19]([NH:21][CH:22]([C:25]3[CH:30]=[CH:29][C:28]([O:31][C:32]([F:35])([F:34])[F:33])=[CH:27][CH:26]=3)[CH2:23][CH3:24])=[O:20])[CH2:7][C:8](=[O:18])[N:9](COCC[Si](C)(C)C)[C:4]=2[CH:3]=1.FC(F)(F)C(O)=O. Product: [I:1][C:2]1[CH:37]=[N:36][C:5]2[N:6]([C:19]([NH:21][CH:22]([C:25]3[CH:26]=[CH:27][C:28]([O:31][C:32]([F:34])([F:35])[F:33])=[CH:29][CH:30]=3)[CH2:23][CH3:24])=[O:20])[CH2:7][C:8](=[O:18])[NH:9][C:4]=2[CH:3]=1. The catalyst class is: 6.